This data is from Full USPTO retrosynthesis dataset with 1.9M reactions from patents (1976-2016). The task is: Predict the reactants needed to synthesize the given product. (1) Given the product [Cl:1][C:2]1[N:3]=[C:4]([N:23]2[CH2:24][CH2:25][O:26][CH2:27][CH2:28]2)[C:5]2[S:10][C:9]([C:11]([C:13]3[CH:18]=[CH:17][C:16]([S:19]([CH3:22])(=[O:20])=[O:21])=[CH:15][CH:14]=3)=[O:12])=[CH:8][C:6]=2[N:7]=1, predict the reactants needed to synthesize it. The reactants are: [Cl:1][C:2]1[N:3]=[C:4]([N:23]2[CH2:28][CH2:27][O:26][CH2:25][CH2:24]2)[C:5]2[S:10][C:9]([CH:11]([C:13]3[CH:18]=[CH:17][C:16]([S:19]([CH3:22])(=[O:21])=[O:20])=[CH:15][CH:14]=3)[OH:12])=[CH:8][C:6]=2[N:7]=1.C[N+]1([O-])CCOCC1. (2) Given the product [CH3:22][O:23][C:24]1[CH:25]=[C:26]([CH2:32][CH2:33][CH2:34][C:35]([NH:38][C:39]2[CH:44]=[CH:43][C:42]([CH2:45][C:46]3[S:61][C:49]4[N:50]([CH2:57][CH:58]([CH3:59])[CH3:60])[C:51](=[O:56])[N:52]([CH3:55])[C:53](=[O:54])[C:48]=4[CH:47]=3)=[CH:41][CH:40]=2)=[O:37])[CH:27]=[CH:28][C:29]=1[O:30][CH3:31], predict the reactants needed to synthesize it. The reactants are: C(N=C=NCCCN(C)C)C.ON1C2C=CC=CC=2N=N1.[CH3:22][O:23][C:24]1[CH:25]=[C:26]([CH2:32][CH2:33][CH2:34][C:35]([OH:37])=O)[CH:27]=[CH:28][C:29]=1[O:30][CH3:31].[NH2:38][C:39]1[CH:44]=[CH:43][C:42]([CH2:45][C:46]2[S:61][C:49]3[N:50]([CH2:57][CH:58]([CH3:60])[CH3:59])[C:51](=[O:56])[N:52]([CH3:55])[C:53](=[O:54])[C:48]=3[CH:47]=2)=[CH:41][CH:40]=1. (3) Given the product [CH2:16]([O:15][CH2:14][C@@H:13]([C@H:10]1[CH2:11][CH2:12][NH:8][CH2:9]1)[O:18][C:28]1[C:29]2[C:24](=[CH:23][CH:22]=[CH:21][CH:20]=2)[CH:25]=[CH:26][CH:27]=1)[CH3:17], predict the reactants needed to synthesize it. The reactants are: C(OC([N:8]1[CH2:12][CH2:11][C@H:10]([C@@H:13]([OH:18])[CH2:14][O:15][CH2:16][CH3:17])[CH2:9]1)=O)(C)(C)C.F[C:20]1[C:29]2[C:24](=[CH:25][CH:26]=[CH:27][CH:28]=2)[CH:23]=[CH:22][CH:21]=1.[H-].[Na+].CCO.